From a dataset of Reaction yield outcomes from USPTO patents with 853,638 reactions. Predict the reaction yield, written as a fraction of the theoretical maximum amount of product (1.0 means a 100% yield; for example, 0.34 means a 34% yield). (1) The reactants are [Cl:1][C:2]1[CH:10]=[C:9]2[C:5]([C:6]([CH2:18][C:19]3[CH:24]=[CH:23][CH:22]=[C:21]([Cl:25])[CH:20]=3)([CH:12]3[CH2:17][CH2:16][CH2:15][NH:14][CH2:13]3)[C:7](=[O:11])[NH:8]2)=[CH:4][CH:3]=1.C(N(CC)CC)C.[N+:33]([C:36]1[CH:41]=[CH:40][C:39]([N:42]=[C:43]=[O:44])=[CH:38][CH:37]=1)([O-:35])=[O:34]. The catalyst is ClCCl. The product is [N+:33]([C:36]1[CH:37]=[CH:38][C:39]([NH:42][C:43]([N:14]2[CH2:15][CH2:16][CH2:17][CH:12]([C:6]3([CH2:18][C:19]4[CH:24]=[CH:23][CH:22]=[C:21]([Cl:25])[CH:20]=4)[C:5]4[C:9](=[CH:10][C:2]([Cl:1])=[CH:3][CH:4]=4)[NH:8][C:7]3=[O:11])[CH2:13]2)=[O:44])=[CH:40][CH:41]=1)([O-:35])=[O:34]. The yield is 0.680. (2) The reactants are Cl[C:2]1[CH:7]=[CH:6][C:5]([C:8]([NH:10][C:11]2[S:12][C:13]([N:21]3[CH2:26][CH2:25][O:24][CH2:23][CH2:22]3)=[C:14]([C:16]3[O:17][CH:18]=[CH:19][CH:20]=3)[N:15]=2)=[O:9])=[CH:4][N:3]=1.[NH:27]1[CH2:32][CH2:31][O:30][CH2:29][CH2:28]1. The catalyst is O1CCOCC1. The product is [O:17]1[CH:18]=[CH:19][CH:20]=[C:16]1[C:14]1[N:15]=[C:11]([NH:10][C:8]([C:5]2[CH:6]=[CH:7][C:2]([N:27]3[CH2:32][CH2:31][O:30][CH2:29][CH2:28]3)=[N:3][CH:4]=2)=[O:9])[S:12][C:13]=1[N:21]1[CH2:26][CH2:25][O:24][CH2:23][CH2:22]1. The yield is 0.840. (3) The reactants are [NH:1]([C:13]([O:15][C:16]([CH3:19])([CH3:18])[CH3:17])=[O:14])[C@@H:2]([C:10]([OH:12])=O)[CH2:3][C:4]1[CH:9]=[CH:8][CH:7]=[CH:6][CH:5]=1.CN1CCOCC1.ClC(OCC(C)C)=O.[O:35]1[CH2:40][CH2:39][CH:38]([CH2:41][N:42]2[CH2:47][CH2:46][CH:45]([CH2:48][NH2:49])[CH2:44][CH2:43]2)[CH2:37][CH2:36]1.[OH-].[Na+]. The catalyst is O1CCCC1. The product is [C:16]([O:15][C:13](=[O:14])[NH:1][C@@H:2]([C:10](=[O:12])[NH:49][CH2:48][CH:45]1[CH2:44][CH2:43][N:42]([CH2:41][CH:38]2[CH2:37][CH2:36][O:35][CH2:40][CH2:39]2)[CH2:47][CH2:46]1)[CH2:3][C:4]1[CH:5]=[CH:6][CH:7]=[CH:8][CH:9]=1)([CH3:19])([CH3:18])[CH3:17]. The yield is 0.870.